Predict the reaction yield, written as a fraction of the theoretical maximum amount of product (1.0 means a 100% yield; for example, 0.34 means a 34% yield). From a dataset of Reaction yield outcomes from USPTO patents with 853,638 reactions. (1) The reactants are [CH:1]([C:3]1[CH:4]=[C:5]([CH:16]=[CH:17][CH:18]=1)[O:6][C:7]1[N:14]=[C:13]([CH3:15])[CH:12]=[CH:11][C:8]=1[C:9]#[N:10])=O.CN.[C:21]([BH3-])#[N:22].[Na+].[C:25]([OH:32])(=[O:31])/[CH:26]=[CH:27]/[C:28]([OH:30])=[O:29]. The catalyst is C(O)(=O)C.CO. The product is [C:25]([OH:32])(=[O:31])/[CH:26]=[CH:27]/[C:28]([OH:30])=[O:29].[CH3:15][C:13]1[CH:12]=[CH:11][C:8]([C:9]#[N:10])=[C:7]([O:6][C:5]2[CH:16]=[CH:17][CH:18]=[C:3]([CH2:1][NH:22][CH3:21])[CH:4]=2)[N:14]=1. The yield is 0.550. (2) The reactants are [NH2:1][C:2]1[C:3]([C:9]([OH:11])=O)=[N:4][C:5]([Br:8])=[CH:6][N:7]=1.C(N1C=CN=C1)(N1C=CN=C1)=O.CCN(C(C)C)C(C)C.[NH2:33][C:34]1[CH:39]=[CH:38][CH:37]=[CH:36][CH:35]=1. The catalyst is CN(C1C=CN=CC=1)C.CS(C)=O.O. The product is [NH2:1][C:2]1[C:3]([C:9]([NH:33][C:34]2[CH:39]=[CH:38][CH:37]=[CH:36][CH:35]=2)=[O:11])=[N:4][C:5]([Br:8])=[CH:6][N:7]=1. The yield is 0.740. (3) The reactants are [CH3:1][C:2]1[CH:3]=[C:4]([NH:8][C:9]2[C:10]3[C:20](=[O:21])[NH:19][CH:18]=[CH:17][C:11]=3[N:12]=[C:13]([S:15][CH3:16])[N:14]=2)[CH:5]=[CH:6][CH:7]=1.C1C(=O)N([Br:29])C(=O)C1. The catalyst is CN(C)C=O. The product is [Br:29][C:17]1[C:11]2[N:12]=[C:13]([S:15][CH3:16])[N:14]=[C:9]([NH:8][C:4]3[CH:5]=[CH:6][CH:7]=[C:2]([CH3:1])[CH:3]=3)[C:10]=2[C:20](=[O:21])[NH:19][CH:18]=1. The yield is 0.830. (4) The yield is 0.790. The reactants are O[C:2]1[CH:7]=[CH:6][N:5]=[CH:4][C:3]=1[NH:8][C:9]([C:11]1[CH:20]=[CH:19][C:14]([C:15]([O:17][CH3:18])=[O:16])=[CH:13][CH:12]=1)=[O:10].C[Si](OP(=O)=O)(C)C. The product is [O:10]1[C:2]2[CH:7]=[CH:6][N:5]=[CH:4][C:3]=2[N:8]=[C:9]1[C:11]1[CH:20]=[CH:19][C:14]([C:15]([O:17][CH3:18])=[O:16])=[CH:13][CH:12]=1. The catalyst is C(OCC)C. (5) The reactants are [CH3:1][C:2]1[CH:3]=[C:4]([OH:11])[CH:5]=[CH:6][C:7]=1[N+:8]([O-:10])=[O:9].Cl([O-])(=O)(=O)=O.[Li+].S([O-])([O-])(=O)=O.[Mg+2].[C:24](OC(=O)C)(=[O:26])[CH3:25]. No catalyst specified. The product is [C:24]([O:11][C:4]1[CH:5]=[CH:6][C:7]([N+:8]([O-:10])=[O:9])=[C:2]([CH3:1])[CH:3]=1)(=[O:26])[CH3:25]. The yield is 0.940. (6) The reactants are I[C:2]1[C:10]2[C:5](=[N:6][CH:7]=[C:8]([C:11]3[N:12]=[CH:13][C:14]([N:17]4[CH2:22][CH2:21][N:20]([C:23]([O:25][C:26]([CH3:29])([CH3:28])[CH3:27])=[O:24])[CH2:19][CH2:18]4)=[N:15][CH:16]=3)[CH:9]=2)[N:4]([S:30]([C:33]2[CH:39]=[CH:38][C:36]([CH3:37])=[CH:35][CH:34]=2)(=[O:32])=[O:31])[CH:3]=1.[F:40][C:41]1[CH:42]=[C:43]([CH:59]=[CH:60][CH:61]=1)[CH2:44][N:45]1[CH:49]=[C:48](B2OC(C)(C)C(C)(C)O2)[CH:47]=[N:46]1.C(=O)([O-])[O-].[Na+].[Na+]. The catalyst is C1(C)C=CC=CC=1.C(O)C.O.C1C=CC(P(C2C=CC=CC=2)[C-]2C=CC=C2)=CC=1.C1C=CC(P(C2C=CC=CC=2)[C-]2C=CC=C2)=CC=1.Cl[Pd]Cl.[Fe+2]. The product is [F:40][C:41]1[CH:42]=[C:43]([CH:59]=[CH:60][CH:61]=1)[CH2:44][N:45]1[CH:49]=[C:48]([C:2]2[C:10]3[C:5](=[N:6][CH:7]=[C:8]([C:11]4[N:12]=[CH:13][C:14]([N:17]5[CH2:22][CH2:21][N:20]([C:23]([O:25][C:26]([CH3:29])([CH3:28])[CH3:27])=[O:24])[CH2:19][CH2:18]5)=[N:15][CH:16]=4)[CH:9]=3)[N:4]([S:30]([C:33]3[CH:39]=[CH:38][C:36]([CH3:37])=[CH:35][CH:34]=3)(=[O:32])=[O:31])[CH:3]=2)[CH:47]=[N:46]1. The yield is 0.821. (7) The reactants are [OH-].[Na+].C([O:5][C:6]([C:8]1[CH:12]=[C:11]([CH2:13][CH2:14][CH2:15][CH:16]([CH3:18])[CH3:17])[NH:10][N:9]=1)=[O:7])C. The catalyst is CO. The product is [CH3:17][CH:16]([CH3:18])[CH2:15][CH2:14][CH2:13][C:11]1[NH:10][N:9]=[C:8]([C:6]([OH:7])=[O:5])[CH:12]=1. The yield is 0.802.